From a dataset of NCI-60 drug combinations with 297,098 pairs across 59 cell lines. Regression. Given two drug SMILES strings and cell line genomic features, predict the synergy score measuring deviation from expected non-interaction effect. Drug 1: CC1C(C(CC(O1)OC2CC(CC3=C2C(=C4C(=C3O)C(=O)C5=C(C4=O)C(=CC=C5)OC)O)(C(=O)CO)O)N)O.Cl. Drug 2: C1=CC(=CC=C1CCCC(=O)O)N(CCCl)CCCl. Cell line: HT29. Synergy scores: CSS=0.823, Synergy_ZIP=-1.55, Synergy_Bliss=-3.96, Synergy_Loewe=-0.848, Synergy_HSA=-4.09.